Dataset: Full USPTO retrosynthesis dataset with 1.9M reactions from patents (1976-2016). Task: Predict the reactants needed to synthesize the given product. (1) Given the product [Na+:25].[CH3:22][O:21][CH2:20][CH2:19][N:16]1[CH2:17][CH2:18][N:13]([C:10]2[CH:11]=[CH:12][C:7]([C:6]([O-:23])=[O:5])=[CH:8][CH:9]=2)[CH2:14][CH2:15]1, predict the reactants needed to synthesize it. The reactants are: CO.O.C[O:5][C:6](=[O:23])[C:7]1[CH:12]=[CH:11][C:10]([N:13]2[CH2:18][CH2:17][N:16]([CH2:19][CH2:20][O:21][CH3:22])[CH2:15][CH2:14]2)=[CH:9][CH:8]=1.[OH-].[Na+:25]. (2) Given the product [NH2:1][C:2]1[N:3]=[C:4]([Cl:40])[C:5]2[S:10][C:9](=[O:11])[N:8]([C@@H:12]3[O:24][C@H:23]([CH2:25][O:26][C:27](=[O:29])[CH3:28])[C@@H:18]([O:19][C:20](=[O:22])[CH3:21])[C@H:13]3[O:14][C:15](=[O:17])[CH3:16])[C:6]=2[N:7]=1, predict the reactants needed to synthesize it. The reactants are: [NH2:1][C:2]1[NH:3][C:4](=O)[C:5]2[S:10][C:9](=[O:11])[N:8]([C@@H:12]3[O:24][C@H:23]([CH2:25][O:26][C:27](=[O:29])[CH3:28])[C@@H:18]([O:19][C:20](=[O:22])[CH3:21])[C@H:13]3[O:14][C:15](=[O:17])[CH3:16])[C:6]=2[N:7]=1.C(N(CC)CC)C.O=P(Cl)(Cl)[Cl:40].C([O-])(O)=O.[Na+]. (3) Given the product [F:1][C:2]1[CH:7]=[CH:6][C:5]([N:8]2[C:16]3[C:11](=[CH:12][C:13]([CH2:17][CH2:18][CH2:19][CH2:20][CH2:21][O:22][S:24]([CH3:23])(=[O:26])=[O:25])=[CH:14][CH:15]=3)[CH:10]=[CH:9]2)=[CH:4][CH:3]=1, predict the reactants needed to synthesize it. The reactants are: [F:1][C:2]1[CH:7]=[CH:6][C:5]([N:8]2[C:16]3[C:11](=[CH:12][C:13]([CH2:17][CH2:18][CH2:19][CH2:20][CH2:21][OH:22])=[CH:14][CH:15]=3)[CH:10]=[CH:9]2)=[CH:4][CH:3]=1.[CH3:23][S:24](Cl)(=[O:26])=[O:25].C(N(CC)CC)C.